This data is from Forward reaction prediction with 1.9M reactions from USPTO patents (1976-2016). The task is: Predict the product of the given reaction. (1) Given the reactants [CH:1]1([C:4]2[CH:5]=[N:6][C:7]([N:10]3[CH2:15][CH2:14][CH:13]([C:16]4([CH3:31])[CH2:20][C:19]5[CH:21]=[C:22]([C:25]6[CH2:26][CH2:27][NH:28][CH2:29][CH:30]=6)[CH:23]=[CH:24][C:18]=5[O:17]4)[CH2:12][CH2:11]3)=[N:8][CH:9]=2)[CH2:3][CH2:2]1.C(N(CC)CC)C.Cl[S:40]([CH2:43][CH2:44][CH2:45][C:46]([O:48][CH3:49])=[O:47])(=[O:42])=[O:41], predict the reaction product. The product is: [CH:1]1([C:4]2[CH:5]=[N:6][C:7]([N:10]3[CH2:15][CH2:14][CH:13]([C:16]4([CH3:31])[CH2:20][C:19]5[CH:21]=[C:22]([C:25]6[CH2:26][CH2:27][N:28]([S:40]([CH2:43][CH2:44][CH2:45][C:46]([O:48][CH3:49])=[O:47])(=[O:42])=[O:41])[CH2:29][CH:30]=6)[CH:23]=[CH:24][C:18]=5[O:17]4)[CH2:12][CH2:11]3)=[N:8][CH:9]=2)[CH2:2][CH2:3]1. (2) Given the reactants [Cl:1][C:2]1[C:7]([C:8]([F:11])([F:10])[F:9])=[CH:6][CH:5]=[CH:4][C:3]=1[NH:12]C(=O)OC(C)(C)C.Cl.C(OCC)C, predict the reaction product. The product is: [Cl:1][C:2]1[C:7]([C:8]([F:9])([F:10])[F:11])=[CH:6][CH:5]=[CH:4][C:3]=1[NH2:12].